This data is from NCI-60 drug combinations with 297,098 pairs across 59 cell lines. The task is: Regression. Given two drug SMILES strings and cell line genomic features, predict the synergy score measuring deviation from expected non-interaction effect. (1) Drug 1: CCC1=CC2CC(C3=C(CN(C2)C1)C4=CC=CC=C4N3)(C5=C(C=C6C(=C5)C78CCN9C7C(C=CC9)(C(C(C8N6C)(C(=O)OC)O)OC(=O)C)CC)OC)C(=O)OC.C(C(C(=O)O)O)(C(=O)O)O. Drug 2: C#CCC(CC1=CN=C2C(=N1)C(=NC(=N2)N)N)C3=CC=C(C=C3)C(=O)NC(CCC(=O)O)C(=O)O. Cell line: ACHN. Synergy scores: CSS=23.8, Synergy_ZIP=-2.21, Synergy_Bliss=1.21, Synergy_Loewe=0.114, Synergy_HSA=0.734. (2) Drug 1: CC12CCC3C(C1CCC2=O)CC(=C)C4=CC(=O)C=CC34C. Drug 2: CC1C(C(=O)NC(C(=O)N2CCCC2C(=O)N(CC(=O)N(C(C(=O)O1)C(C)C)C)C)C(C)C)NC(=O)C3=C4C(=C(C=C3)C)OC5=C(C(=O)C(=C(C5=N4)C(=O)NC6C(OC(=O)C(N(C(=O)CN(C(=O)C7CCCN7C(=O)C(NC6=O)C(C)C)C)C)C(C)C)C)N)C. Cell line: SK-MEL-2. Synergy scores: CSS=43.3, Synergy_ZIP=4.42, Synergy_Bliss=10.9, Synergy_Loewe=8.21, Synergy_HSA=9.29. (3) Drug 1: C1=NC2=C(N=C(N=C2N1C3C(C(C(O3)CO)O)F)Cl)N. Drug 2: CC1=C(C(=CC=C1)Cl)NC(=O)C2=CN=C(S2)NC3=CC(=NC(=N3)C)N4CCN(CC4)CCO. Cell line: SF-268. Synergy scores: CSS=4.86, Synergy_ZIP=-0.200, Synergy_Bliss=3.69, Synergy_Loewe=-2.02, Synergy_HSA=0.152. (4) Drug 1: CC1=C(C=C(C=C1)NC2=NC=CC(=N2)N(C)C3=CC4=NN(C(=C4C=C3)C)C)S(=O)(=O)N.Cl. Drug 2: CC1C(C(CC(O1)OC2CC(CC3=C2C(=C4C(=C3O)C(=O)C5=C(C4=O)C(=CC=C5)OC)O)(C(=O)C)O)N)O.Cl. Cell line: 786-0. Synergy scores: CSS=57.9, Synergy_ZIP=16.8, Synergy_Bliss=17.9, Synergy_Loewe=-2.81, Synergy_HSA=17.7. (5) Drug 2: C(CN)CNCCSP(=O)(O)O. Drug 1: CN1CCC(CC1)COC2=C(C=C3C(=C2)N=CN=C3NC4=C(C=C(C=C4)Br)F)OC. Synergy scores: CSS=21.9, Synergy_ZIP=-4.19, Synergy_Bliss=0.532, Synergy_Loewe=-25.0, Synergy_HSA=1.01. Cell line: UO-31. (6) Drug 1: CCC(=C(C1=CC=CC=C1)C2=CC=C(C=C2)OCCN(C)C)C3=CC=CC=C3.C(C(=O)O)C(CC(=O)O)(C(=O)O)O. Drug 2: CC1CCC2CC(C(=CC=CC=CC(CC(C(=O)C(C(C(=CC(C(=O)CC(OC(=O)C3CCCCN3C(=O)C(=O)C1(O2)O)C(C)CC4CCC(C(C4)OC)OCCO)C)C)O)OC)C)C)C)OC. Cell line: IGROV1. Synergy scores: CSS=21.7, Synergy_ZIP=10.4, Synergy_Bliss=11.1, Synergy_Loewe=-66.7, Synergy_HSA=2.43. (7) Drug 1: CN1C2=C(C=C(C=C2)N(CCCl)CCCl)N=C1CCCC(=O)O.Cl. Drug 2: COC1=C2C(=CC3=C1OC=C3)C=CC(=O)O2. Cell line: NCIH23. Synergy scores: CSS=2.43, Synergy_ZIP=-6.30, Synergy_Bliss=-8.41, Synergy_Loewe=-6.66, Synergy_HSA=-4.83.